From a dataset of Catalyst prediction with 721,799 reactions and 888 catalyst types from USPTO. Predict which catalyst facilitates the given reaction. (1) Reactant: C1(N)CCC1.[Cl-:6].[N+](C1C=[C:14]([N+]([O-])=O)[CH:13]=[CH:12][C:11]=1[N+:19]1[CH:24]=[CH:23][CH:22]=[C:21]([CH3:25])[CH:20]=1)([O-])=O. Product: [Cl-:6].[CH:11]1([N+:19]2[CH:24]=[CH:23][CH:22]=[C:21]([CH3:25])[CH:20]=2)[CH2:12][CH2:13][CH2:14]1. The catalyst class is: 51. (2) The catalyst class is: 8. Reactant: [CH2:1]([O:3][C:4](=[O:22])[CH2:5][C:6]([N:8]([CH:16]1[CH2:21][CH2:20][CH2:19][CH2:18][CH2:17]1)[CH2:9][CH2:10][C:11]([O:13]CC)=O)=[O:7])[CH3:2].[O-]CC.[Na+]. Product: [CH:16]1([N:8]2[CH2:9][CH2:10][C:11](=[O:13])[CH:5]([C:4]([O:3][CH2:1][CH3:2])=[O:22])[C:6]2=[O:7])[CH2:17][CH2:18][CH2:19][CH2:20][CH2:21]1. (3) Reactant: Cl.[O:2]1[C:6]([C:7]2[CH:12]=[CH:11][C:10]([NH:13][N:14]=[C:15]3[CH:20]=[C:19]([CH2:21][C:22]([OH:24])=O)[CH:18]=[CH:17][NH:16]3)=[CH:9][CH:8]=2)=[CH:5][N:4]=[CH:3]1.C[N:26]1CCOCC1.[Cl-].[NH4+].C1C=CC2N(O)N=NC=2C=1.CCN=C=NCCCN(C)C.Cl. Product: [O:2]1[C:6]([C:7]2[CH:12]=[CH:11][C:10]([NH:13][N:14]=[C:15]3[CH:20]=[C:19]([CH2:21][C:22]([NH2:26])=[O:24])[CH:18]=[CH:17][NH:16]3)=[CH:9][CH:8]=2)=[CH:5][N:4]=[CH:3]1. The catalyst class is: 139. (4) Reactant: Br[C:2]1[CH:3]=[N:4][CH:5]=[C:6]([CH:21]=1)[C:7]([NH:9][C:10]1[CH:15]=[CH:14][C:13]([O:16][C:17]([F:20])([F:19])[F:18])=[CH:12][CH:11]=1)=[O:8].CC1(C)C(C)(C)OB([C:30]2[CH:31]=[N:32][C:33]([NH2:36])=[N:34][CH:35]=2)O1.C([O-])([O-])=O.[K+].[K+].O. Product: [NH2:36][C:33]1[N:34]=[CH:35][C:30]([C:2]2[CH:3]=[N:4][CH:5]=[C:6]([CH:21]=2)[C:7]([NH:9][C:10]2[CH:15]=[CH:14][C:13]([O:16][C:17]([F:20])([F:19])[F:18])=[CH:12][CH:11]=2)=[O:8])=[CH:31][N:32]=1. The catalyst class is: 12. (5) Reactant: Cl.[F:2][C@@:3]12[C@:16]3([CH3:17])[C:11](=[CH:12][C:13](=[O:18])[CH:14]=[CH:15]3)[C@@H:10]([F:19])[CH2:9][C@H:8]1[C@@H:7]1[CH2:20][C@@H:21]3[C@:25]([C:26](=[O:29])[CH2:27][F:28])([C@@:6]1([CH3:30])[CH2:5][C@@H:4]2[OH:31])[CH2:24][NH:23][CH2:22]3.[F:32][C:33]1[CH:40]=[CH:39][C:36]([CH2:37]Br)=[CH:35][CH:34]=1.C([O-])(O)=O.[Na+]. The catalyst class is: 2. Product: [F:2][C@@:3]12[C@:16]3([CH3:17])[C:11](=[CH:12][C:13](=[O:18])[CH:14]=[CH:15]3)[C@@H:10]([F:19])[CH2:9][C@H:8]1[C@@H:7]1[CH2:20][C@@H:21]3[C@:25]([C:26](=[O:29])[CH2:27][F:28])([C@@:6]1([CH3:30])[CH2:5][C@@H:4]2[OH:31])[CH2:24][N:23]([CH2:37][C:36]1[CH:39]=[CH:40][C:33]([F:32])=[CH:34][CH:35]=1)[CH2:22]3. (6) Reactant: Cl.CO.[Si]([O:11][CH:12]([CH3:43])[CH2:13][CH:14]([N:23]1[CH:28]=[CH:27][C:26]([C:29]2[CH:34]=[CH:33][N:32]=[C:31]([NH:35][CH:36]3[CH2:41][CH2:40][O:39][CH2:38][CH2:37]3)[N:30]=2)=[CH:25][C:24]1=[O:42])[C:15]1[CH:20]=[CH:19][C:18]([Cl:21])=[C:17]([F:22])[CH:16]=1)(C(C)(C)C)(C)C.C([O-])(O)=O.[Na+]. Product: [Cl:21][C:18]1[CH:19]=[CH:20][C:15]([CH:14]([N:23]2[CH:28]=[CH:27][C:26]([C:29]3[CH:34]=[CH:33][N:32]=[C:31]([NH:35][CH:36]4[CH2:41][CH2:40][O:39][CH2:38][CH2:37]4)[N:30]=3)=[CH:25][C:24]2=[O:42])[CH2:13][CH:12]([OH:11])[CH3:43])=[CH:16][C:17]=1[F:22]. The catalyst class is: 5. (7) Reactant: [Br:1][C:2]1[CH:10]=[CH:9][C:5]([C:6](O)=[O:7])=[CH:4][C:3]=1[O:11][CH2:12][CH2:13][CH2:14][CH3:15]. Product: [Br:1][C:2]1[CH:10]=[CH:9][C:5]([CH2:6][OH:7])=[CH:4][C:3]=1[O:11][CH2:12][CH2:13][CH2:14][CH3:15]. The catalyst class is: 1.